This data is from Kir2.1 potassium channel HTS with 301,493 compounds. The task is: Binary Classification. Given a drug SMILES string, predict its activity (active/inactive) in a high-throughput screening assay against a specified biological target. (1) The drug is s1c(N(CCCN(CC)CC)C(=O)c2c(cccc2)C)nc(c1)c1ccc(OC)cc1. The result is 0 (inactive). (2) The drug is Clc1ccc(OCC(=O)NC(C(=O)N2CCC3(NCCc4[nH]cnc34)CC2)C)cc1. The result is 0 (inactive). (3) The drug is S1\C(C(=O)N(CCNC(=O)c2cc([N+]([O-])=O)c(OC)cc2)C1=O)=C/c1cccnc1. The result is 0 (inactive). (4) The drug is Clc1cc(N2CCN(CC2)C(=O)CCCn2c3ncccc3n3c(c2=O)ccc3)c(cc1)C. The result is 0 (inactive).